Dataset: Catalyst prediction with 721,799 reactions and 888 catalyst types from USPTO. Task: Predict which catalyst facilitates the given reaction. (1) Reactant: [Cl:1][C:2]1[CH:15]=[C:14]([C:16]2[O:17][C:18]([C:21]3[N:22]=[C:23]4[C:28]([Cl:29])=[CH:27][C:26]([C:30]([F:33])([F:32])[F:31])=[CH:25][N:24]4[CH:34]=3)=[N:19][N:20]=2)[C:13]([Cl:35])=[CH:12][C:3]=1[O:4][CH2:5][CH:6]1[CH2:10][O:9]C(=O)[NH:7]1. Product: [NH2:7][CH:6]([CH2:5][O:4][C:3]1[CH:12]=[C:13]([Cl:35])[C:14]([C:16]2[O:17][C:18]([C:21]3[N:22]=[C:23]4[C:28]([Cl:29])=[CH:27][C:26]([C:30]([F:32])([F:31])[F:33])=[CH:25][N:24]4[CH:34]=3)=[N:19][N:20]=2)=[CH:15][C:2]=1[Cl:1])[CH2:10][OH:9]. The catalyst class is: 40. (2) Reactant: O[N:2]=[C:3]1[CH2:6][C:5]([C:13]([O:15][CH:16]([CH3:18])[CH3:17])=[O:14])([C:7]([O:9][CH:10]([CH3:12])[CH3:11])=[O:8])[CH2:4]1. Product: [NH2:2][CH:3]1[CH2:6][C:5]([C:7]([O:9][CH:10]([CH3:12])[CH3:11])=[O:8])([C:13]([O:15][CH:16]([CH3:18])[CH3:17])=[O:14])[CH2:4]1. The catalyst class is: 421.